The task is: Predict the product of the given reaction.. This data is from Forward reaction prediction with 1.9M reactions from USPTO patents (1976-2016). (1) Given the reactants C(N[O:5][C:6]1[CH2:7][CH2:8][C:9]2[CH2:10][C@H:11]3[N:23]([CH3:24])[CH2:22][CH2:21][C@:17]45[C:18]=2[C:19]=1[O:20][C@H:16]4[C@@H:15]([OH:25])[CH:14]=[CH:13][C@@H:12]35)(=O)C.[CH2:26](Br)[C:27]1[CH:32]=[CH:31][CH:30]=[CH:29][CH:28]=1.[C:34](=O)([O-])[O-].[K+].[K+].C[N:41]([CH:43]=[O:44])C, predict the reaction product. The product is: [C:43]([NH:41][C@:15]1([OH:25])[CH:14]=[CH:13][C@@H:12]2[C@:17]34[CH2:21][CH2:22][N:23]([CH3:24])[C@@H:11]2[CH2:10][C:9]2[CH2:8][CH2:7][C:6]([O:5][CH2:26][C:27]5[CH:32]=[CH:31][CH:30]=[CH:29][CH:28]=5)=[C:19]([O:20][C@@H:16]13)[C:18]4=2)(=[O:44])[CH3:34]. (2) Given the reactants [Li].[Cl:2][C:3]1[CH:4]=[C:5]([C:14]([O-])=[CH:15][C:16](=O)[C:17]([O:19]CC)=[O:18])[CH:6]=[C:7]([O:9][C:10]([F:13])([F:12])[F:11])[CH:8]=1.ClC1C=C(C2N(C3C=CC=CN=3)N=C(C(O)=O)C=2)C=C(F)C=1.Cl.[N:47]1[CH:52]=[CH:51][CH:50]=[C:49]([NH:53][NH2:54])[CH:48]=1, predict the reaction product. The product is: [Cl:2][C:3]1[CH:4]=[C:5]([C:14]2[N:53]([C:49]3[CH:48]=[N:47][CH:52]=[CH:51][CH:50]=3)[N:54]=[C:16]([C:17]([OH:19])=[O:18])[CH:15]=2)[CH:6]=[C:7]([O:9][C:10]([F:11])([F:12])[F:13])[CH:8]=1. (3) Given the reactants [CH3:1][CH2:2][CH:3]([O:6][C:7]1[CH:8]=[C:9]([CH:13]=[CH:14][CH:15]=1)[C:10]([OH:12])=O)[CH2:4][CH3:5].[NH2:16][C@@H:17]1[C@H:21]2[O:22][CH2:23][C@H:24]([NH:25][C:26]([CH:28]3[CH2:30][CH2:29]3)=[O:27])[C@H:20]2[O:19][CH2:18]1, predict the reaction product. The product is: [CH:28]1([C:26]([NH:25][C@@H:24]2[C@H:20]3[O:19][CH2:18][C@H:17]([NH:16][C:10](=[O:12])[C:9]4[CH:13]=[CH:14][CH:15]=[C:7]([O:6][CH:3]([CH2:2][CH3:1])[CH2:4][CH3:5])[CH:8]=4)[C@H:21]3[O:22][CH2:23]2)=[O:27])[CH2:29][CH2:30]1. (4) Given the reactants [C:1]([O:5][C:6]([NH:8][O:9][C:10]([O:12][CH2:13][CH2:14][O:15][CH3:16])=[O:11])=[O:7])([CH3:4])([CH3:3])[CH3:2].[CH3:17][S:18]([C:21]1[CH:26]=[CH:25][CH:24]=[CH:23][C:22]=1[S:27](NOC(OCCOC)=O)(=[O:29])=[O:28])(=[O:20])=[O:19], predict the reaction product. The product is: [C:1]([O:5][C:6]([N:8]([O:9][C:10]([O:12][CH2:13][CH2:14][O:15][CH3:16])=[O:11])[S:27]([C:22]1[CH:23]=[CH:24][CH:25]=[CH:26][C:21]=1[S:18]([CH3:17])(=[O:20])=[O:19])(=[O:29])=[O:28])=[O:7])([CH3:4])([CH3:3])[CH3:2].